From a dataset of NCI-60 drug combinations with 297,098 pairs across 59 cell lines. Regression. Given two drug SMILES strings and cell line genomic features, predict the synergy score measuring deviation from expected non-interaction effect. (1) Drug 1: CN(C)C(=N)N=C(N)N. Drug 2: CCN(CC)CCNC(=O)C1=C(NC(=C1C)C=C2C3=C(C=CC(=C3)F)NC2=O)C. Cell line: NCIH23. Synergy scores: CSS=50.0, Synergy_ZIP=2.39, Synergy_Bliss=2.44, Synergy_Loewe=-21.6, Synergy_HSA=5.78. (2) Drug 1: CC1=CC=C(C=C1)C2=CC(=NN2C3=CC=C(C=C3)S(=O)(=O)N)C(F)(F)F. Drug 2: CCC(=C(C1=CC=CC=C1)C2=CC=C(C=C2)OCCN(C)C)C3=CC=CC=C3.C(C(=O)O)C(CC(=O)O)(C(=O)O)O. Cell line: NCI-H460. Synergy scores: CSS=-1.27, Synergy_ZIP=-0.159, Synergy_Bliss=-1.60, Synergy_Loewe=-8.18, Synergy_HSA=-5.09.